This data is from Forward reaction prediction with 1.9M reactions from USPTO patents (1976-2016). The task is: Predict the product of the given reaction. (1) The product is: [CH3:18][O:17][N:16]([CH3:15])[C:11]([C:9]1[CH:8]=[CH:7][CH:6]=[C:5]2[C:10]=1[CH:1]=[N:2][CH:3]=[CH:4]2)=[O:13]. Given the reactants [CH:1]1[C:10]2[C:5](=[CH:6][CH:7]=[CH:8][C:9]=2[C:11]([OH:13])=O)[CH:4]=[CH:3][N:2]=1.Cl.[CH3:15][NH:16][O:17][CH3:18].C1CCC(N=C=NC2CCCCC2)CC1, predict the reaction product. (2) Given the reactants [CH3:1][C:2]1[CH:10]=[C:9]2[C:5]([C:6]([C:11]3[N:12]=[C:13]4[C:19]([C:20]([OH:22])=O)=[CH:18][NH:17][C:14]4=[N:15][CH:16]=3)=[N:7][NH:8]2)=[CH:4][CH:3]=1.CCN=C=NCCCN(C)C.CCN(C(C)C)C(C)C.Cl.[CH:44]1([C:47]([NH2:50])([CH3:49])[CH3:48])[CH2:46][CH2:45]1, predict the reaction product. The product is: [CH:44]1([C:47]([NH:50][C:20]([C:19]2[C:13]3[C:14](=[N:15][CH:16]=[C:11]([C:6]4[C:5]5[C:9](=[CH:10][C:2]([CH3:1])=[CH:3][CH:4]=5)[NH:8][N:7]=4)[N:12]=3)[NH:17][CH:18]=2)=[O:22])([CH3:49])[CH3:48])[CH2:46][CH2:45]1. (3) Given the reactants [C:1]([C:4]1[N:5]=[C:6]([N:9]2[CH2:14][CH2:13][CH:12]([OH:15])[CH2:11][CH2:10]2)[S:7][CH:8]=1)(=[O:3])[NH2:2].[CH3:16][S:17](Cl)(=[O:19])=[O:18].C(N(CC)CC)C.CO, predict the reaction product. The product is: [C:1]([C:4]1[N:5]=[C:6]([N:9]2[CH2:10][CH2:11][CH:12]([O:15][S:17]([CH3:16])(=[O:19])=[O:18])[CH2:13][CH2:14]2)[S:7][CH:8]=1)(=[O:3])[NH2:2]. (4) Given the reactants [CH3:1][O:2][C:3]1[CH:29]=[CH:28][C:6]([CH2:7][N:8]2[C:17]3[CH:18]=[CH:19][C:20]([C:22]([O:24]CC)=[O:23])=[CH:21][C:16]=3[C:15]3[N:14]=[CH:13][CH:12]=[CH:11][C:10]=3[C:9]2=[O:27])=[CH:5][CH:4]=1.[OH-].[Na+], predict the reaction product. The product is: [CH3:1][O:2][C:3]1[CH:4]=[CH:5][C:6]([CH2:7][N:8]2[C:17]3[CH:18]=[CH:19][C:20]([C:22]([OH:24])=[O:23])=[CH:21][C:16]=3[C:15]3[N:14]=[CH:13][CH:12]=[CH:11][C:10]=3[C:9]2=[O:27])=[CH:28][CH:29]=1.